This data is from Reaction yield outcomes from USPTO patents with 853,638 reactions. The task is: Predict the reaction yield, written as a fraction of the theoretical maximum amount of product (1.0 means a 100% yield; for example, 0.34 means a 34% yield). (1) The reactants are [H-].[Na+].[CH2:3]([N:10]([CH2:14][C:15]1[C:16](Cl)=[N:17][CH:18]=[CH:19][CH:20]=1)[CH2:11][CH2:12][OH:13])[C:4]1[CH:9]=[CH:8][CH:7]=[CH:6][CH:5]=1.O. The catalyst is C1COCC1. The product is [CH2:3]([N:10]1[CH2:14][C:15]2[CH:20]=[CH:19][CH:18]=[N:17][C:16]=2[O:13][CH2:12][CH2:11]1)[C:4]1[CH:9]=[CH:8][CH:7]=[CH:6][CH:5]=1. The yield is 0.750. (2) The reactants are [Br:1][C:2]1[CH:7]=[CH:6][C:5]([C:8](=[O:10])[CH3:9])=[CH:4][CH:3]=1.[Li+].C[Si]([N-][Si](C)(C)C)(C)C.[C:21](Cl)(=[O:25])[CH:22]([CH3:24])[CH3:23]. The catalyst is C1COCC1. The product is [Br:1][C:2]1[CH:7]=[CH:6][C:5]([C:8](=[O:10])[CH2:9][C:21](=[O:25])[CH:22]([CH3:24])[CH3:23])=[CH:4][CH:3]=1. The yield is 0.680. (3) The reactants are Br[C:2]1[C:25](=[O:26])[N:24]([CH2:27][CH3:28])[C:5]2[N:6]=[C:7]([NH:10][C:11]3[CH:16]=[CH:15][C:14]([N:17]4[CH2:22][CH2:21][N:20]([CH3:23])[CH2:19][CH2:18]4)=[CH:13][CH:12]=3)[N:8]=[CH:9][C:4]=2[CH:3]=1.[Cl:29][C:30]1[CH:35]=[C:34]([C:36]([O:38][CH3:39])=[O:37])[CH:33]=[CH:32][C:31]=1B(O)O.[O-]P([O-])([O-])=O.[K+].[K+].[K+].CN(C)C=O. The catalyst is C1C=CC(P(C2C=CC=CC=2)[C-]2C=CC=C2)=CC=1.C1C=CC(P(C2C=CC=CC=2)[C-]2C=CC=C2)=CC=1.Cl[Pd]Cl.[Fe+2].O. The product is [CH3:39][O:38][C:36](=[O:37])[C:34]1[CH:33]=[CH:32][C:31]([C:2]2[C:25](=[O:26])[N:24]([CH2:27][CH3:28])[C:5]3[N:6]=[C:7]([NH:10][C:11]4[CH:16]=[CH:15][C:14]([N:17]5[CH2:22][CH2:21][N:20]([CH3:23])[CH2:19][CH2:18]5)=[CH:13][CH:12]=4)[N:8]=[CH:9][C:4]=3[CH:3]=2)=[C:30]([Cl:29])[CH:35]=1. The yield is 0.600. (4) The reactants are [CH3:1][O:2][C:3]1[C:4](=[O:25])[C:5]([CH3:24])=[C:6]([CH2:12][C:13]2[CH:14]=[C:15]([CH2:19][CH2:20][C:21](O)=[O:22])[CH:16]=[CH:17][CH:18]=2)[C:7](=[O:11])[C:8]=1[O:9][CH3:10].[CH:26]([NH2:29])([CH3:28])[CH3:27]. No catalyst specified. The product is [CH3:1][O:2][C:3]1[C:4](=[O:25])[C:5]([CH3:24])=[C:6]([CH2:12][C:13]2[CH:14]=[C:15]([CH2:19][CH2:20][C:21]([NH:29][CH:26]([CH3:28])[CH3:27])=[O:22])[CH:16]=[CH:17][CH:18]=2)[C:7](=[O:11])[C:8]=1[O:9][CH3:10]. The yield is 0.160.